From a dataset of Reaction yield outcomes from USPTO patents with 853,638 reactions. Predict the reaction yield, written as a fraction of the theoretical maximum amount of product (1.0 means a 100% yield; for example, 0.34 means a 34% yield). (1) The reactants are [N+:1]([C:4]1[CH:15]=[CH:14][C:7]([CH2:8][N:9]2[CH2:13][CH2:12][CH2:11][CH2:10]2)=[CH:6][CH:5]=1)([O-])=O.[H][H]. The catalyst is CCOC(C)=O.[Ni]. The product is [N:9]1([CH2:8][C:7]2[CH:6]=[CH:5][C:4]([NH2:1])=[CH:15][CH:14]=2)[CH2:13][CH2:12][CH2:11][CH2:10]1. The yield is 0.860. (2) The reactants are [NH2:1][C:2]([C:7]1[CH:12]=[CH:11][C:10]([Br:13])=[CH:9][CH:8]=1)([CH3:6])[C:3]([OH:5])=[O:4].Cl.[CH2:15](O)[CH3:16]. No catalyst specified. The product is [CH2:15]([O:4][C:3](=[O:5])[C:2]([NH2:1])([C:7]1[CH:8]=[CH:9][C:10]([Br:13])=[CH:11][CH:12]=1)[CH3:6])[CH3:16]. The yield is 0.720. (3) The reactants are [C:1]1([C@H:7]2[C@@H:11]([C:12]3[CH:17]=[CH:16][CH:15]=[CH:14][CH:13]=3)[O:10][C:9](=[O:18])[NH:8]2)[CH:6]=[CH:5][CH:4]=[CH:3][CH:2]=1.[Li]CCCC.[C:24](Cl)(=[O:29])[CH2:25][CH2:26][CH:27]=[CH2:28]. The catalyst is C1COCC1. The product is [C:24]([N:8]1[C@@H:7]([C:1]2[CH:2]=[CH:3][CH:4]=[CH:5][CH:6]=2)[C@@H:11]([C:12]2[CH:13]=[CH:14][CH:15]=[CH:16][CH:17]=2)[O:10][C:9]1=[O:18])(=[O:29])[CH2:25][CH2:26][CH:27]=[CH2:28]. The yield is 0.670. (4) The reactants are [CH3:1][S:2][CH2:3][CH2:4][C:5]1[C:14]2[C:9](=[CH:10][CH:11]=[CH:12][CH:13]=2)[CH:8]=[C:7]([C:15]([OH:17])=O)[N:6]=1.[NH:18]1[CH:22]=[CH:21][N:20]=[C:19]1[NH:23][C:24]([C:26]1[C:34]2[NH:33][C:32]([NH2:35])=[N:31][C:30]=2[CH:29]=[CH:28][CH:27]=1)=[O:25].CN(C(ON1N=NC2C=CC=CC1=2)=[N+](C)C)C.F[P-](F)(F)(F)(F)F.CCN(C(C)C)C(C)C. The catalyst is CN(C=O)C. The product is [NH:20]1[CH:21]=[CH:22][N:18]=[C:19]1[NH:23][C:24]([C:26]1[C:34]2[N:33]=[C:32]([NH:35][C:15]([C:7]3[N:6]=[C:5]([CH2:4][CH2:3][S:2][CH3:1])[C:14]4[C:9]([CH:8]=3)=[CH:10][CH:11]=[CH:12][CH:13]=4)=[O:17])[NH:31][C:30]=2[CH:29]=[CH:28][CH:27]=1)=[O:25]. The yield is 0.550. (5) The reactants are Cl[C:2]1[CH:3]=[C:4]([CH:9]=[CH:10][N:11]=1)[C:5]([O:7][CH3:8])=[O:6].[Cl-].[F:13][C:14]1[CH:21]=[C:20]([F:22])[CH:19]=[CH:18][C:15]=1[CH2:16][Zn+].Cl. The catalyst is C1COCC1.CC(OC)(C)C.C1C=CC([P]([Pd]([P](C2C=CC=CC=2)(C2C=CC=CC=2)C2C=CC=CC=2)([P](C2C=CC=CC=2)(C2C=CC=CC=2)C2C=CC=CC=2)[P](C2C=CC=CC=2)(C2C=CC=CC=2)C2C=CC=CC=2)(C2C=CC=CC=2)C2C=CC=CC=2)=CC=1. The product is [F:13][C:14]1[CH:21]=[C:20]([F:22])[CH:19]=[CH:18][C:15]=1[CH2:16][C:2]1[CH:3]=[C:4]([CH:9]=[CH:10][N:11]=1)[C:5]([O:7][CH3:8])=[O:6]. The yield is 0.880. (6) The reactants are [CH2:1]([N:8]([CH2:12][C:13]([CH3:15])=[CH2:14])[CH2:9][CH2:10][OH:11])[C:2]1[CH:7]=[CH:6][CH:5]=[CH:4][CH:3]=1.C([O-])(=O)C.[OH-].[Na+].[BH4-].[Na+]. The catalyst is O.C1COCC1.[Hg]. The product is [CH2:1]([N:8]1[CH2:9][CH2:10][O:11][C:13]([CH3:15])([CH3:14])[CH2:12]1)[C:2]1[CH:7]=[CH:6][CH:5]=[CH:4][CH:3]=1. The yield is 0.540. (7) The reactants are [F:1][C:2]1[CH:3]=[CH:4][C:5]([C:8]2[N:12]=[C:11]([C:13]3[CH:18]=[C:17]([N+:19]([O-])=O)[CH:16]=[C:15]([C:22]#[N:23])[CH:14]=3)[O:10][N:9]=2)=[N:6][CH:7]=1.C(=O)([O-])[O-].[K+].[K+].[CH2:30](I)[CH3:31].[C:33](OCC)(=O)[CH3:34]. The catalyst is CN(C)C=O. The product is [F:1][C:2]1[CH:3]=[CH:4][C:5]([C:8]2[N:12]=[C:11]([C:13]3[CH:18]=[C:17]([N:19]([CH2:30][CH3:31])[CH2:33][CH3:34])[CH:16]=[C:15]([C:22]#[N:23])[CH:14]=3)[O:10][N:9]=2)=[N:6][CH:7]=1. The yield is 0.200.